This data is from Catalyst prediction with 721,799 reactions and 888 catalyst types from USPTO. The task is: Predict which catalyst facilitates the given reaction. (1) Reactant: [CH3:1][O:2][C:3]1[CH:4]=[C:5]2[C:9](=[CH:10][CH:11]=1)[NH:8][CH:7]=[C:6]2[CH2:12][CH2:13][N:14]1[CH:18]=[C:17]([N+:19]([O-])=O)[CH:16]=[N:15]1. Product: [CH3:1][O:2][C:3]1[CH:4]=[C:5]2[C:9](=[CH:10][CH:11]=1)[NH:8][CH:7]=[C:6]2[CH2:12][CH2:13][N:14]1[CH:18]=[C:17]([NH2:19])[CH:16]=[N:15]1. The catalyst class is: 256. (2) Reactant: [CH3:1][O:2][C:3]1[CH:4]=[C:5]2[C:10](=[CH:11][C:12]=1[O:13][CH3:14])[N:9]=[CH:8][CH:7]=[C:6]2[O:15][C:16]1[CH:22]=[CH:21][C:19]([NH2:20])=[C:18]([O:23][CH3:24])[CH:17]=1.C(N(CC)CC)C.ClC(Cl)(O[C:36](=[O:42])OC(Cl)(Cl)Cl)Cl.[CH2:44]([N:48]([CH2:52][CH2:53][CH2:54][CH3:55])[CH2:49][CH2:50][NH2:51])[CH2:45][CH2:46][CH3:47]. Product: [CH2:44]([N:48]([CH2:52][CH2:53][CH2:54][CH3:55])[CH2:49][CH2:50][NH:51][C:36]([NH:20][C:19]1[CH:21]=[CH:22][C:16]([O:15][C:6]2[C:5]3[C:10](=[CH:11][C:12]([O:13][CH3:14])=[C:3]([O:2][CH3:1])[CH:4]=3)[N:9]=[CH:8][CH:7]=2)=[CH:17][C:18]=1[O:23][CH3:24])=[O:42])[CH2:45][CH2:46][CH3:47]. The catalyst class is: 146. (3) Reactant: FC(F)(F)S([O:6][S:7]([C:10]([F:13])([F:12])[F:11])(=[O:9])=[O:8])(=O)=O.[CH3:16][C:17]1[CH:44]=[C:43]2[C:20]([CH2:21][CH2:22][C:23]3[C:24]2=[N:25][O:26][C:27]=3[C:28]2[C:32]([C:33]([F:36])([F:35])[F:34])=[C:31]([C:37]3[CH:42]=[CH:41][CH:40]=[CH:39][CH:38]=3)[O:30][N:29]=2)=[CH:19][C:18]=1O.CCCCCC. Product: [F:13][C:10]([F:11])([F:12])[S:7]([O:6][C:18]1[CH:19]=[C:20]2[C:43](=[CH:44][C:17]=1[CH3:16])[C:24]1=[N:25][O:26][C:27]([C:28]3[C:32]([C:33]([F:34])([F:35])[F:36])=[C:31]([C:37]4[CH:42]=[CH:41][CH:40]=[CH:39][CH:38]=4)[O:30][N:29]=3)=[C:23]1[CH2:22][CH2:21]2)(=[O:8])=[O:9]. The catalyst class is: 17. (4) Reactant: [H-].[Na+].[N+:3]([C:6]1[N:7]=[C:8]2[N:13]([CH:14]=1)[CH2:12][C@H:11]([OH:15])[CH2:10][O:9]2)([O-:5])=[O:4].[C:16]([O:20][C:21](=[O:24])[CH2:22]Br)([CH3:19])([CH3:18])[CH3:17]. Product: [C:16]([O:20][C:21](=[O:24])[CH2:22][O:15][C@@H:11]1[CH2:10][O:9][C:8]2=[N:7][C:6]([N+:3]([O-:5])=[O:4])=[CH:14][N:13]2[CH2:12]1)([CH3:19])([CH3:18])[CH3:17]. The catalyst class is: 639.